From a dataset of Peptide-MHC class I binding affinity with 185,985 pairs from IEDB/IMGT. Regression. Given a peptide amino acid sequence and an MHC pseudo amino acid sequence, predict their binding affinity value. This is MHC class I binding data. (1) The peptide sequence is GMQIRGFVY. The MHC is HLA-B40:01 with pseudo-sequence HLA-B40:01. The binding affinity (normalized) is 0.0847. (2) The peptide sequence is YQVPFVQAF. The MHC is HLA-A30:02 with pseudo-sequence HLA-A30:02. The binding affinity (normalized) is 0.213. (3) The peptide sequence is WTLAKPDFV. The MHC is HLA-A26:01 with pseudo-sequence HLA-A26:01. The binding affinity (normalized) is 0.0847. (4) The MHC is HLA-B53:01 with pseudo-sequence HLA-B53:01. The binding affinity (normalized) is 0.399. The peptide sequence is YPALMPLYA. (5) The peptide sequence is AFPTSCHM. The MHC is HLA-A33:01 with pseudo-sequence HLA-A33:01. The binding affinity (normalized) is 0.0167.